Dataset: Reaction yield outcomes from USPTO patents with 853,638 reactions. Task: Predict the reaction yield, written as a fraction of the theoretical maximum amount of product (1.0 means a 100% yield; for example, 0.34 means a 34% yield). (1) The reactants are [N+:1]([C:4]1[CH:9]=[CH:8][C:7]([C:10]([CH3:17])([CH3:16])[C:11]([O:13][CH2:14][CH3:15])=[O:12])=[CH:6][CH:5]=1)([O-])=O.C([O-])=O.[K+]. The catalyst is CCO.O.[Pd]. The product is [NH2:1][C:4]1[CH:5]=[CH:6][C:7]([C:10]([CH3:16])([CH3:17])[C:11]([O:13][CH2:14][CH3:15])=[O:12])=[CH:8][CH:9]=1. The yield is 0.850. (2) The reactants are [CH2:1]([N:8]1[CH2:13][CH2:12][N:11]([C:14]2[CH:15]=[C:16]3[C:20](=[CH:21][CH:22]=2)[NH:19][N:18]=[C:17]3[S:23]([C:26]2[CH:31]=[CH:30][CH:29]=[CH:28][CH:27]=2)(=[O:25])=[O:24])[CH2:10][CH2:9]1)[C:2]1[CH:7]=[CH:6][CH:5]=[CH:4][CH:3]=1.[H-].[Na+].[CH3:34]I. The catalyst is C1COCC1.O.CCOC(C)=O. The product is [CH2:1]([N:8]1[CH2:9][CH2:10][N:11]([C:14]2[CH:15]=[C:16]3[C:20](=[CH:21][CH:22]=2)[N:19]([CH3:34])[N:18]=[C:17]3[S:23]([C:26]2[CH:31]=[CH:30][CH:29]=[CH:28][CH:27]=2)(=[O:24])=[O:25])[CH2:12][CH2:13]1)[C:2]1[CH:3]=[CH:4][CH:5]=[CH:6][CH:7]=1. The yield is 0.430. (3) The reactants are [CH3:1][CH:2]([C:7]([O:9][CH3:10])=[O:8])[C:3]([O:5][CH3:6])=[O:4].N#N.[H-].[Na+].Br[CH2:16][C:17]1[CH:22]=[CH:21][CH:20]=[C:19]([F:23])[CH:18]=1. The catalyst is CN(C=O)C. The product is [F:23][C:19]1[CH:18]=[C:17]([CH:22]=[CH:21][CH:20]=1)[CH2:16][C:2]([CH3:1])([C:7]([O:9][CH3:10])=[O:8])[C:3]([O:5][CH3:6])=[O:4]. The yield is 0.930. (4) The reactants are [Na].[CH3:2][OH:3].Cl[C:5]1[N:6]=[C:7]([CH3:15])[C:8]([C:11]([O:13]C)=[O:12])=[N:9][CH:10]=1.[OH-].[Na+].Cl. No catalyst specified. The product is [CH3:2][O:3][C:5]1[N:6]=[C:7]([CH3:15])[C:8]([C:11]([OH:13])=[O:12])=[N:9][CH:10]=1. The yield is 1.00.